From a dataset of Reaction yield outcomes from USPTO patents with 853,638 reactions. Predict the reaction yield, written as a fraction of the theoretical maximum amount of product (1.0 means a 100% yield; for example, 0.34 means a 34% yield). (1) The reactants are CCN(C(C)C)C(C)C.FC(F)(F)S(O[C:16]1[CH:17]=[CH:18][C:19]2[O:23][C:22]([C:24]3[CH:29]=[CH:28][C:27]([F:30])=[CH:26][CH:25]=3)=[C:21]([C:31](=[O:34])[NH:32][CH3:33])[C:20]=2[CH:35]=1)(=O)=O.[CH3:38][C:39]1[O:43][C:42]([C:44]2[CH:45]=[C:46](B(O)O)[CH:47]=[CH:48][CH:49]=2)=[N:41][N:40]=1.O1CCOCC1. The catalyst is C1C=CC([P]([Pd]([P](C2C=CC=CC=2)(C2C=CC=CC=2)C2C=CC=CC=2)([P](C2C=CC=CC=2)(C2C=CC=CC=2)C2C=CC=CC=2)[P](C2C=CC=CC=2)(C2C=CC=CC=2)C2C=CC=CC=2)(C2C=CC=CC=2)C2C=CC=CC=2)=CC=1.O. The product is [F:30][C:27]1[CH:26]=[CH:25][C:24]([C:22]2[O:23][C:19]3[CH:18]=[CH:17][C:16]([C:46]4[CH:47]=[CH:48][CH:49]=[C:44]([C:42]5[O:43][C:39]([CH3:38])=[N:40][N:41]=5)[CH:45]=4)=[CH:35][C:20]=3[C:21]=2[C:31]([NH:32][CH3:33])=[O:34])=[CH:29][CH:28]=1. The yield is 0.370. (2) The reactants are [F:1][C:2]1[CH:3]=[CH:4][C:5]2[N:6]([C:8]([N:11]3[CH2:16][CH2:15][CH:14]([CH2:17][OH:18])[CH2:13][CH2:12]3)=[N:9][N:10]=2)[CH:7]=1.CCN(CC)CC.[CH:26]([Si:29](OS(C(F)(F)F)(=O)=O)([CH:33]([CH3:35])[CH3:34])[CH:30]([CH3:32])[CH3:31])([CH3:28])[CH3:27]. The catalyst is C(Cl)Cl. The product is [F:1][C:2]1[CH:3]=[CH:4][C:5]2[N:6]([C:8]([N:11]3[CH2:12][CH2:13][CH:14]([CH2:17][O:18][Si:29]([CH:33]([CH3:35])[CH3:34])([CH:30]([CH3:32])[CH3:31])[CH:26]([CH3:28])[CH3:27])[CH2:15][CH2:16]3)=[N:9][N:10]=2)[CH:7]=1. The yield is 0.740. (3) The reactants are [N+:1]([CH2:4][CH3:5])([O-:3])=O.[C:6]1(=[O:12])C[CH2:10][CH2:9][CH:8]=[CH:7]1.[C:13]1(N=C=O)C=CC=CC=1. The catalyst is CCOCC.C(N(CC)CC)C. The product is [CH3:13][C:4]1[CH:5]2[C:6](=[O:12])[CH2:7][CH2:8][CH2:9][CH:10]2[O:3][N:1]=1. The yield is 0.680.